From a dataset of Forward reaction prediction with 1.9M reactions from USPTO patents (1976-2016). Predict the product of the given reaction. (1) Given the reactants [H-].[Na+].CI.[Br:5][C:6]1[CH:11]=[N:10][C:9]2[N:12]([S:15]([C:18]3[CH:23]=[CH:22][C:21]([CH3:24])=[CH:20][CH:19]=3)(=[O:17])=[O:16])[CH:13]=[CH:14][C:8]=2C=1N.[CH3:26][N:27]([CH3:30])[CH:28]=O, predict the reaction product. The product is: [Br:5][C:6]1[CH:11]=[N:10][C:9]2[N:12]([S:15]([C:18]3[CH:19]=[CH:20][C:21]([CH3:24])=[CH:22][CH:23]=3)(=[O:17])=[O:16])[CH:13]=[CH:14][C:8]=2[C:28]=1[N:27]([CH3:30])[CH3:26]. (2) Given the reactants [Cl:1][C:2]1[CH:7]=[C:6]([Cl:8])[CH:5]=[CH:4][C:3]=1[CH:9]1[CH2:14][CH2:13][CH2:12][CH2:11][C:10]1=[O:15].[Br:16]Br, predict the reaction product. The product is: [Br:16][CH:11]1[CH2:12][CH2:13][CH2:14][CH:9]([C:3]2[CH:4]=[CH:5][C:6]([Cl:8])=[CH:7][C:2]=2[Cl:1])[C:10]1=[O:15]. (3) Given the reactants [CH:1]1([CH2:4][C:5]2([C:16]#[N:17])[CH2:10][CH2:9][N:8]([S:11]([CH2:14][CH3:15])(=[O:13])=[O:12])[CH2:7][CH2:6]2)[CH2:3][CH2:2]1, predict the reaction product. The product is: [CH:1]1([CH2:4][C:5]2([CH2:16][NH2:17])[CH2:6][CH2:7][N:8]([S:11]([CH2:14][CH3:15])(=[O:13])=[O:12])[CH2:9][CH2:10]2)[CH2:2][CH2:3]1. (4) Given the reactants [CH3:1][C:2]1[CH:6]=[C:5]([NH:7][C:8]2[CH:16]=[CH:15][CH:14]=[CH:13][C:9]=2[C:10]([OH:12])=O)[N:4]([C:17]2[CH:22]=[CH:21][CH:20]=[CH:19][CH:18]=2)[N:3]=1.C1C=[N:27][C:26]2[N:29]([OH:32])N=N[C:25]=2C=1.CCN=C=NCCCN(C)C.Cl.C(N(CC)CC)C.ONC(=N)C.CN([CH:60]=[O:61])C, predict the reaction product. The product is: [OH:32]/[N:29]=[C:26](\[NH:27][C:10](=[O:12])[C:9]1[CH:13]=[C:14]([O:61][CH3:60])[CH:15]=[CH:16][C:8]=1[NH:7][C:5]1[N:4]([C:17]2[CH:18]=[CH:19][CH:20]=[CH:21][CH:22]=2)[N:3]=[C:2]([CH3:1])[CH:6]=1)/[CH3:25]. (5) Given the reactants [CH2:1]([CH:5]([CH2:8][C:9]#N)[C:6]#[N:7])[CH:2]([CH3:4])[CH3:3].[OH-:11].[K+:12].[OH2:13], predict the reaction product. The product is: [C:6]([C@@H:5]([CH2:1][CH:2]([CH3:4])[CH3:3])[CH2:8][C:9]([O-:13])=[O:11])#[N:7].[K+:12]. (6) Given the reactants [F:1][C:2]1[CH:3]=[C:4](/[CH:26]=[CH:27]/[C:28]([O:30][CH3:31])=[O:29])[CH:5]=[CH:6][C:7]=1[C:8]1[S:9][C:10]2[C:15]([N:16]=1)=[CH:14][CH:13]=[C:12]([C:17]1([C:20]3[CH:25]=[CH:24][CH:23]=[CH:22][CH:21]=3)[CH2:19][CH2:18]1)[N:11]=2.[H][H], predict the reaction product. The product is: [F:1][C:2]1[CH:3]=[C:4]([CH2:26][CH2:27][C:28]([O:30][CH3:31])=[O:29])[CH:5]=[CH:6][C:7]=1[C:8]1[S:9][C:10]2[C:15]([N:16]=1)=[CH:14][CH:13]=[C:12]([C:17]1([C:20]3[CH:25]=[CH:24][CH:23]=[CH:22][CH:21]=3)[CH2:18][CH2:19]1)[N:11]=2. (7) Given the reactants [NH2:1][C:2]1[CH:3]=[CH:4][C:5]([N:8]2[CH2:13][CH2:12][C:11]([CH2:15][C:16]([O:18][CH3:19])=[O:17])([CH3:14])[CH2:10][CH2:9]2)=[N:6][CH:7]=1.C(N(CC)CC)C.Cl[C:28](=[O:33])[C:29]([O:31][CH3:32])=[O:30], predict the reaction product. The product is: [CH3:19][O:18][C:16](=[O:17])[CH2:15][C:11]1([CH3:14])[CH2:12][CH2:13][N:8]([C:5]2[N:6]=[CH:7][C:2]([NH:1][C:28](=[O:33])[C:29]([O:31][CH3:32])=[O:30])=[CH:3][CH:4]=2)[CH2:9][CH2:10]1.